Dataset: Catalyst prediction with 721,799 reactions and 888 catalyst types from USPTO. Task: Predict which catalyst facilitates the given reaction. (1) Reactant: [Br:1][C:2]1[CH:7]=[CH:6][C:5]([C:8](=[CH2:13])[C:9]([O:11][CH3:12])=[O:10])=[CH:4][CH:3]=1.[CH2:14]([NH2:21])[C:15]1[CH:20]=[CH:19][CH:18]=[CH:17][CH:16]=1. Product: [CH2:14]([NH:21][CH2:13][CH:8]([C:5]1[CH:4]=[CH:3][C:2]([Br:1])=[CH:7][CH:6]=1)[C:9]([O:11][CH3:12])=[O:10])[C:15]1[CH:20]=[CH:19][CH:18]=[CH:17][CH:16]=1. The catalyst class is: 5. (2) Reactant: [CH:1]1([NH:4][C:5](=[O:30])[C:6]2[CH:11]=[CH:10][C:9]([CH3:12])=[C:8]([N:13]3[C:22](=[O:23])[C:21]4[C:16](=[CH:17][CH:18]=[C:19]([C:24]#[C:25][CH2:26][N:27]([CH3:29])[CH3:28])[CH:20]=4)[N:15]=[CH:14]3)[CH:7]=2)[CH2:3][CH2:2]1.CO. Product: [CH:1]1([NH:4][C:5](=[O:30])[C:6]2[CH:11]=[CH:10][C:9]([CH3:12])=[C:8]([N:13]3[C:22](=[O:23])[C:21]4[C:16](=[CH:17][CH:18]=[C:19]([CH2:24][CH2:25][CH2:26][N:27]([CH3:28])[CH3:29])[CH:20]=4)[N:15]=[CH:14]3)[CH:7]=2)[CH2:3][CH2:2]1. The catalyst class is: 63. (3) Reactant: [CH3:1][C:2]1([CH3:33])[C:6]2[C:7]([O:11][C:12]3[N:17]=[CH:16][C:15]([NH:18][C:19]([C:21]4([NH:25]C(=O)OC(C)(C)C)[CH2:24][CH2:23][CH2:22]4)=[O:20])=[CH:14][CH:13]=3)=[CH:8][CH:9]=[CH:10][C:5]=2[O:4][CH2:3]1.C(O)(C(F)(F)F)=O. Product: [NH2:25][C:21]1([C:19]([NH:18][C:15]2[CH:16]=[N:17][C:12]([O:11][C:7]3[C:6]4[C:2]([CH3:33])([CH3:1])[CH2:3][O:4][C:5]=4[CH:10]=[CH:9][CH:8]=3)=[CH:13][CH:14]=2)=[O:20])[CH2:24][CH2:23][CH2:22]1. The catalyst class is: 4. (4) Reactant: C([O:8][C:9]1[CH:13]=[C:12](/[CH:14]=[CH:15]/[C:16]2[CH:21]=[CH:20][CH:19]=[CH:18][N:17]=2)[N:11]([C:22]2[CH:27]=[CH:26][CH:25]=[CH:24][CH:23]=2)[N:10]=1)C1C=CC=CC=1. The catalyst class is: 304. Product: [C:22]1([N:11]2[C:12](/[CH:14]=[CH:15]/[C:16]3[CH:21]=[CH:20][CH:19]=[CH:18][N:17]=3)=[CH:13][C:9]([OH:8])=[N:10]2)[CH:23]=[CH:24][CH:25]=[CH:26][CH:27]=1. (5) Reactant: C(OC(=O)[NH:7][C:8]1[C:13]2=[CH:14][N:15]([C:17]3[C:22]([F:23])=[CH:21][CH:20]=[CH:19][C:18]=3[Cl:24])[N:16]=[C:12]2[CH:11]=[CH:10][N:9]=1)(C)(C)C.C(O)(C(F)(F)F)=O.C(OCC)C. Product: [Cl:24][C:18]1[CH:19]=[CH:20][CH:21]=[C:22]([F:23])[C:17]=1[N:15]1[CH:14]=[C:13]2[C:8]([NH2:7])=[N:9][CH:10]=[CH:11][C:12]2=[N:16]1. The catalyst class is: 2. (6) Reactant: [Br:1][C:2]1[CH:3]=[C:4]([CH:30]=[CH:31][CH:32]=1)[C:5]([NH:7][CH:8]([C:10]1[N:15]=[N:14][C:13]([NH:16][C:17]2[CH:22]=[C:21]([S:23]([CH2:26][CH3:27])(=[O:25])=[O:24])[CH:20]=[CH:19][C:18]=2[O:28][CH3:29])=[N:12][CH:11]=1)[CH3:9])=O.N1C=NC=N1.P(Cl)(Cl)(Cl)=O. Product: [Br:1][C:2]1[CH:3]=[C:4]([C:5]2[N:15]3[C:10]([CH:11]=[N:12][C:13]([NH:16][C:17]4[CH:22]=[C:21]([S:23]([CH2:26][CH3:27])(=[O:25])=[O:24])[CH:20]=[CH:19][C:18]=4[O:28][CH3:29])=[N:14]3)=[C:8]([CH3:9])[N:7]=2)[CH:30]=[CH:31][CH:32]=1. The catalyst class is: 17. (7) Reactant: [CH3:1][O:2][C:3]1[CH:8]=[C:7]([O:9][CH3:10])[CH:6]=[CH:5][C:4]=1[NH:11][C:12](=[NH:23])[CH2:13][C:14]([C:16]1[CH:21]=[CH:20][C:19]([F:22])=[CH:18][CH:17]=1)=[O:15].[C:24](OC)(=[O:27])[C:25]#[CH:26]. The catalyst class is: 5. Product: [NH2:23][C:12]1[N:11]([C:4]2[CH:5]=[CH:6][C:7]([O:9][CH3:10])=[CH:8][C:3]=2[O:2][CH3:1])[C:24](=[O:27])[CH:25]=[CH:26][C:13]=1[C:14](=[O:15])[C:16]1[CH:17]=[CH:18][C:19]([F:22])=[CH:20][CH:21]=1. (8) Reactant: [S:1]1[C:5]2[CH:6]=[CH:7][CH:8]=[CH:9][C:4]=2[N:3]=[C:2]1[NH:10][C:11]1[CH:26]=[CH:25][C:14]([O:15][C:16]2[N:24]=[CH:23][CH:22]=[CH:21][C:17]=2[C:18](O)=[O:19])=[CH:13][CH:12]=1.[CH:27]1([CH2:30][NH2:31])[CH2:29][CH2:28]1.C(N(CC)CC)C.CN(C(ON1N=NC2C=CC=NC1=2)=[N+](C)C)C.F[P-](F)(F)(F)(F)F. Product: [S:1]1[C:5]2[CH:6]=[CH:7][CH:8]=[CH:9][C:4]=2[N:3]=[C:2]1[NH:10][C:11]1[CH:26]=[CH:25][C:14]([O:15][C:16]2[N:24]=[CH:23][CH:22]=[CH:21][C:17]=2[C:18]([NH:31][CH2:30][CH:27]2[CH2:29][CH2:28]2)=[O:19])=[CH:13][CH:12]=1. The catalyst class is: 35.